This data is from NCI-60 drug combinations with 297,098 pairs across 59 cell lines. The task is: Regression. Given two drug SMILES strings and cell line genomic features, predict the synergy score measuring deviation from expected non-interaction effect. (1) Drug 1: CC1=CC2C(CCC3(C2CCC3(C(=O)C)OC(=O)C)C)C4(C1=CC(=O)CC4)C. Drug 2: CC12CCC3C(C1CCC2O)C(CC4=C3C=CC(=C4)O)CCCCCCCCCS(=O)CCCC(C(F)(F)F)(F)F. Cell line: SF-539. Synergy scores: CSS=0.00600, Synergy_ZIP=-0.273, Synergy_Bliss=-0.885, Synergy_Loewe=-0.582, Synergy_HSA=-1.10. (2) Drug 1: COC1=CC(=CC(=C1O)OC)C2C3C(COC3=O)C(C4=CC5=C(C=C24)OCO5)OC6C(C(C7C(O6)COC(O7)C8=CC=CS8)O)O. Drug 2: C1=CC(=CC=C1C#N)C(C2=CC=C(C=C2)C#N)N3C=NC=N3. Cell line: SN12C. Synergy scores: CSS=34.1, Synergy_ZIP=-10.4, Synergy_Bliss=-4.01, Synergy_Loewe=-37.4, Synergy_HSA=-5.99. (3) Drug 1: CN(C)C1=NC(=NC(=N1)N(C)C)N(C)C. Drug 2: CC1=C(C=C(C=C1)NC(=O)C2=CC=C(C=C2)CN3CCN(CC3)C)NC4=NC=CC(=N4)C5=CN=CC=C5. Cell line: NCI-H522. Synergy scores: CSS=-0.661, Synergy_ZIP=1.14, Synergy_Bliss=0.678, Synergy_Loewe=-5.78, Synergy_HSA=-2.84.